From a dataset of Reaction yield outcomes from USPTO patents with 853,638 reactions. Predict the reaction yield, written as a fraction of the theoretical maximum amount of product (1.0 means a 100% yield; for example, 0.34 means a 34% yield). (1) The reactants are [F:1][C:2]1[CH:9]=[CH:8][C:5]([CH2:6][Cl:7])=[CH:4][CH:3]=1.[NH:10]1[CH2:15][CH2:14][NH:13][CH2:12][CH2:11]1. No catalyst specified. The product is [ClH:7].[ClH:7].[F:1][C:2]1[CH:9]=[CH:8][C:5]([CH2:6][N:10]2[CH2:15][CH2:14][NH:13][CH2:12][CH2:11]2)=[CH:4][CH:3]=1. The yield is 0.670. (2) The product is [Cl:1][C:2]1[CH:7]=[CH:6][C:5]([CH:8]2[C:13]3[CH:14]=[C:15]([C:17]4[CH:18]=[CH:19][N:20]=[CH:21][CH:22]=4)[S:16][C:12]=3[CH2:11][CH2:10][C:9]2([CH3:24])[CH3:23])=[CH:4][CH:3]=1. The yield is 0.940. The reactants are [Cl:1][C:2]1[CH:7]=[CH:6][C:5]([C:8]2(O)[C:13]3[CH:14]=[C:15]([C:17]4[CH:22]=[CH:21][N:20]=[CH:19][CH:18]=4)[S:16][C:12]=3[CH2:11][CH2:10][C:9]2([CH3:24])[CH3:23])=[CH:4][CH:3]=1.FC(F)(F)C(O)=O.C([SiH](CC)CC)C. The catalyst is ClCCCl.